This data is from Full USPTO retrosynthesis dataset with 1.9M reactions from patents (1976-2016). The task is: Predict the reactants needed to synthesize the given product. Given the product [Cl:17][C:14]1[CH:15]=[C:16]2[NH:8][C:9](=[O:35])[C:10]3([CH:18]([C:19]4[CH:24]=[C:23]([Cl:25])[CH:22]=[CH:21][C:20]=4[O:26][CH2:27][C:28]([C:31]([O:33][CH3:34])=[O:32])([CH3:30])[CH3:29])[CH2:46][C:45](=[O:47])[NH:44][CH:43]3[C:41]3[CH:42]=[C:37]([F:36])[CH:38]=[CH:39][C:40]=3[CH3:52])[C:11]2=[CH:12][CH:13]=1, predict the reactants needed to synthesize it. The reactants are: C(OC([N:8]1[C:16]2[C:11](=[CH:12][CH:13]=[C:14]([Cl:17])[CH:15]=2)/[C:10](=[CH:18]/[C:19]2[CH:24]=[C:23]([Cl:25])[CH:22]=[CH:21][C:20]=2[O:26][CH2:27][C:28]([C:31]([O:33][CH3:34])=[O:32])([CH3:30])[CH3:29])/[C:9]1=[O:35])=O)(C)(C)C.[F:36][C:37]1[CH:38]=[CH:39][C:40]([CH3:52])=[C:41]([CH:43]=[N:44][C:45]([O:47][Si](C)(C)C)=[CH2:46])[CH:42]=1.